Dataset: Full USPTO retrosynthesis dataset with 1.9M reactions from patents (1976-2016). Task: Predict the reactants needed to synthesize the given product. Given the product [CH3:22][S:23][CH:8]1[CH2:7][CH2:6][C:5]2([O:1][CH2:2][CH2:3][O:4]2)[CH2:10][CH2:9]1, predict the reactants needed to synthesize it. The reactants are: [O:1]1[C:5]2([CH2:10][CH2:9][CH:8](OS(C3C=CC(C)=CC=3)(=O)=O)[CH2:7][CH2:6]2)[O:4][CH2:3][CH2:2]1.[CH3:22][S-:23].[Na+].